From a dataset of Catalyst prediction with 721,799 reactions and 888 catalyst types from USPTO. Predict which catalyst facilitates the given reaction. Reactant: Cl.O.O.[CH2:4]=[C:5]1[C:10](=[O:11])[CH:9]2[CH2:12][CH2:13][N:6]1[CH2:7][CH2:8]2.C([O-])([O-])=O.[K+].[K+].C(Cl)Cl. Product: [CH2:4]=[C:5]1[C:10](=[O:11])[CH:9]2[CH2:12][CH2:13][N:6]1[CH2:7][CH2:8]2. The catalyst class is: 6.